Dataset: Catalyst prediction with 721,799 reactions and 888 catalyst types from USPTO. Task: Predict which catalyst facilitates the given reaction. (1) Reactant: [CH3:1][N:2]([CH3:16])[C:3](=[O:15])[C@@H:4]1[CH2:8][CH2:7][CH2:6][N:5]1[C:9]1[CH2:13][S:12][C:11](=[O:14])[N:10]=1.[F:17][C:18]([F:39])([F:38])[C:19]1[CH:33]=[C:32]([C:34]([F:37])([F:36])[F:35])[CH:31]=[CH:30][C:20]=1[CH2:21][N:22]1[CH2:27][CH2:26][CH:25]([CH:28]=O)[CH2:24][CH2:23]1.C([O-])(=O)C.[NH2+]1CCCCC1. The catalyst class is: 41. Product: [F:39][C:18]([F:17])([F:38])[C:19]1[CH:33]=[C:32]([C:34]([F:37])([F:36])[F:35])[CH:31]=[CH:30][C:20]=1[CH2:21][N:22]1[CH2:27][CH2:26][CH:25](/[CH:28]=[C:13]2/[C:9]([N:5]3[CH2:6][CH2:7][CH2:8][C@H:4]3[C:3]([N:2]([CH3:16])[CH3:1])=[O:15])=[N:10][C:11](=[O:14])[S:12]/2)[CH2:24][CH2:23]1. (2) Reactant: [NH2:1][C:2]1[N:6](C(OC(C)(C)C)=O)[N:5]=[C:4]([C:14]([CH3:17])([CH3:16])[CH3:15])[CH:3]=1.[N:18]1[CH:23]=[CH:22][C:21]([S:24][C:25]2[CH:26]=[C:27]([CH:29]=[CH:30][CH:31]=2)[NH2:28])=[CH:20][CH:19]=1.C(O)(=O)C[C:34](CC(O)=O)(C(O)=O)[OH:35]. Product: [C:14]([C:4]1[CH:3]=[C:2]([NH:1][C:34]([NH:28][C:27]2[CH:29]=[CH:30][CH:31]=[C:25]([S:24][C:21]3[CH:20]=[CH:19][N:18]=[CH:23][CH:22]=3)[CH:26]=2)=[O:35])[NH:6][N:5]=1)([CH3:15])([CH3:16])[CH3:17]. The catalyst class is: 2.